Dataset: Reaction yield outcomes from USPTO patents with 853,638 reactions. Task: Predict the reaction yield, written as a fraction of the theoretical maximum amount of product (1.0 means a 100% yield; for example, 0.34 means a 34% yield). (1) The reactants are [CH2:1]([C@H:8]([NH:34]C(=O)OC(C)(C)C)[C@@H:9]([OH:33])[CH2:10][C@@H:11]([NH:25]C(OC(C)(C)C)=O)[CH2:12][C:13]1[CH:18]=[CH:17][C:16]([C:19]2[CH:24]=[CH:23][CH:22]=[CH:21][N:20]=2)=[CH:15][CH:14]=1)[C:2]1[CH:7]=[CH:6][CH:5]=[CH:4][CH:3]=1.FC(F)(F)C(O)=O. The catalyst is ClCCl. The product is [NH2:34][C@H:8]([C@@H:9]([OH:33])[CH2:10][C@@H:11]([NH2:25])[CH2:12][C:13]1[CH:14]=[CH:15][C:16]([C:19]2[CH:24]=[CH:23][CH:22]=[CH:21][N:20]=2)=[CH:17][CH:18]=1)[CH2:1][C:2]1[CH:7]=[CH:6][CH:5]=[CH:4][CH:3]=1. The yield is 0.980. (2) The reactants are [H-].[Na+].[O:3]=[C:4]([CH2:12][CH2:13][CH2:14][CH2:15][CH3:16])[CH2:5]P(=O)(OC)OC.[CH3:17][O:18][C:19](=[O:35])[CH2:20][CH2:21][CH2:22][CH2:23][CH2:24][CH2:25][N:26]1[C:31](=[O:32])[CH2:30][CH2:29][CH2:28][CH:27]1[CH:33]=O. The catalyst is C1COCC1. The product is [CH3:17][O:18][C:19](=[O:35])[CH2:20][CH2:21][CH2:22][CH2:23][CH2:24][CH2:25][N:26]1[CH:27](/[CH:33]=[CH:5]/[C:4](=[O:3])[CH2:12][CH2:13][CH2:14][CH2:15][CH3:16])[CH2:28][CH2:29][CH2:30][C:31]1=[O:32]. The yield is 0.950.